Task: Predict which catalyst facilitates the given reaction.. Dataset: Catalyst prediction with 721,799 reactions and 888 catalyst types from USPTO (1) Reactant: C(OC([NH:8][CH:9]1[CH2:14][CH2:13][N:12]([C:15]2[CH:41]=[CH:40][C:39]([Cl:42])=[CH:38][C:16]=2[CH2:17][N:18]2[CH2:22][CH:21]3[CH2:23][N:24]([C:26]([O:28][CH:29]([C:34]([F:37])([F:36])[F:35])[C:30]([F:33])([F:32])[F:31])=[O:27])[CH2:25][CH:20]3[CH2:19]2)[CH2:11][CH2:10]1)=O)(C)(C)C.[C:43](O)([C:45](F)(F)F)=[O:44].CCN(C(C)C)C(C)C.C(Cl)(=O)C. Product: [C:43]([NH:8][CH:9]1[CH2:10][CH2:11][N:12]([C:15]2[CH:41]=[CH:40][C:39]([Cl:42])=[CH:38][C:16]=2[CH2:17][N:18]2[CH2:22][CH:21]3[CH2:23][N:24]([C:26]([O:28][CH:29]([C:30]([F:31])([F:33])[F:32])[C:34]([F:35])([F:36])[F:37])=[O:27])[CH2:25][CH:20]3[CH2:19]2)[CH2:13][CH2:14]1)(=[O:44])[CH3:45]. The catalyst class is: 2. (2) Reactant: [Cl-].[Li+].[CH3:3][O:4][C:5]([CH2:7]P(OC)(OC)=O)=[O:6].C1CCN2C(=NCCC2)CC1.[O:25]1[C:29]([CH:30]=O)=[CH:28][C:27]2[CH:32]=[CH:33][CH:34]=[CH:35][C:26]1=2.[K+].[Br-]. Product: [CH3:3][O:4][C:5](=[O:6])[CH:7]=[CH:30][C:29]1[O:25][C:26]2[CH:35]=[CH:34][CH:33]=[CH:32][C:27]=2[CH:28]=1. The catalyst class is: 23. (3) Reactant: [CH2:1]([O:8][C:9](=[O:20])[NH:10][CH:11]1[CH2:16][CH2:15][CH2:14][CH2:13][CH:12]1[C:17](=[O:19])C)[C:2]1[CH:7]=[CH:6][CH:5]=[CH:4][CH:3]=1.O.[OH-].[Li+].Cl.C(OCC)(=[O:27])C. Product: [CH2:1]([O:8][C:9]([NH:10][CH:11]1[CH2:16][CH2:15][CH2:14][CH2:13][CH:12]1[C:17]([OH:19])=[O:27])=[O:20])[C:2]1[CH:3]=[CH:4][CH:5]=[CH:6][CH:7]=1. The catalyst class is: 30. (4) Reactant: C[O:2][C:3]1[CH:8]=[CH:7][C:6]([CH2:9][CH2:10][CH2:11][C:12]([OH:14])=[O:13])=[CH:5][CH:4]=1. Product: [OH:2][C:3]1[CH:4]=[CH:5][C:6]([CH2:9][CH2:10][CH2:11][C:12]([OH:14])=[O:13])=[CH:7][CH:8]=1. The catalyst class is: 844. (5) Reactant: [Br:1][C:2]1[CH:3]=[C:4]2[C:10](=[O:11])[O:9][C:8](=[O:12])[C:5]2=[N:6][CH:7]=1.[CH:13]([OH:16])([CH3:15])[CH3:14]. Product: [CH:13]([O:16][C:8]([C:5]1[C:4]([C:10]([OH:9])=[O:11])=[CH:3][C:2]([Br:1])=[CH:7][N:6]=1)=[O:12])([CH3:15])[CH3:14]. The catalyst class is: 1. (6) Reactant: [CH2:1]([O:3][C:4]1[CH:5]=[CH:6][C:7]2[N:8]([N:10]=[C:11]([C:13]3[CH:30]=[CH:29][C:16]([O:17][CH2:18][C@@H:19]([NH:21][C:22](=[O:28])[O:23][C:24]([CH3:27])([CH3:26])[CH3:25])[CH3:20])=[CH:15][CH:14]=3)[CH:12]=2)[CH:9]=1)[CH3:2].[F:31][B-](F)(F)F.F[B-](F)(F)F.F[N+]1C=CC=CC=1C1C=CC=C[N+]=1F.C(=O)([O-])O.[Na+]. Product: [CH2:1]([O:3][C:4]1[CH:5]=[CH:6][C:7]2[N:8]([N:10]=[C:11]([C:13]3[CH:30]=[CH:29][C:16]([O:17][CH2:18][C@@H:19]([NH:21][C:22](=[O:28])[O:23][C:24]([CH3:25])([CH3:27])[CH3:26])[CH3:20])=[CH:15][CH:14]=3)[C:12]=2[F:31])[CH:9]=1)[CH3:2]. The catalyst class is: 10.